This data is from Catalyst prediction with 721,799 reactions and 888 catalyst types from USPTO. The task is: Predict which catalyst facilitates the given reaction. (1) Reactant: [CH3:1][C:2]1[CH:19]=[CH:18][C:5]([CH2:6][S:7]([CH2:10][CH2:11][CH2:12][N:13]2[CH2:17][CH2:16][CH2:15][CH2:14]2)(=[O:9])=[O:8])=[CH:4][CH:3]=1.[CH3:20][I:21]. Product: [I-:21].[CH3:20][N+:13]1([CH2:12][CH2:11][CH2:10][S:7]([CH2:6][C:5]2[CH:4]=[CH:3][C:2]([CH3:1])=[CH:19][CH:18]=2)(=[O:8])=[O:9])[CH2:14][CH2:15][CH2:16][CH2:17]1. The catalyst class is: 2. (2) Reactant: C([O:3][C:4](=[O:20])[CH2:5][N:6]([C:15]([O:17][CH2:18][CH3:19])=[O:16])[CH2:7][CH2:8][C:9]1[O:10][C:11]([CH3:14])=[CH:12][CH:13]=1)C.[OH-].[K+]. Product: [CH2:18]([O:17][C:15]([N:6]([CH2:5][C:4]([OH:20])=[O:3])[CH2:7][CH2:8][C:9]1[O:10][C:11]([CH3:14])=[CH:12][CH:13]=1)=[O:16])[CH3:19]. The catalyst class is: 8. (3) Reactant: [C:1](Cl)(=[O:3])[CH3:2].[NH2:5][CH2:6][CH2:7][CH2:8][O:9][C:10]1[CH:15]=[CH:14][C:13]([C:16]2[N:21]=[C:20]([C:22]#[N:23])[C:19]3[N:24]=[N:25][N:26]([CH3:27])[C:18]=3[CH:17]=2)=[CH:12][C:11]=1[C:28]([F:31])([F:30])[F:29].C(N(CC)CC)C. Product: [C:22]([C:20]1[C:19]2[N:24]=[N:25][N:26]([CH3:27])[C:18]=2[CH:17]=[C:16]([C:13]2[CH:14]=[CH:15][C:10]([O:9][CH2:8][CH2:7][CH2:6][NH:5][C:1](=[O:3])[CH3:2])=[C:11]([C:28]([F:30])([F:29])[F:31])[CH:12]=2)[N:21]=1)#[N:23]. The catalyst class is: 34. (4) Reactant: [O-:1][C:2]#[N:3].[K+].[C:5]([C:7]1[CH:8]=[CH:9][C:10]([NH:27][C@@H:28]2[CH2:32][CH2:31][NH:30][CH2:29]2)=[C:11]([CH:26]=1)[C:12]([NH:14][CH2:15][C:16]1[CH:21]=[CH:20][C:19]([O:22][CH3:23])=[C:18]([O:24][CH3:25])[CH:17]=1)=[O:13])#[N:6]. Product: [C:2]([N:30]1[CH2:31][CH2:32][C@@H:28]([NH:27][C:10]2[CH:9]=[CH:8][C:7]([C:5]#[N:6])=[CH:26][C:11]=2[C:12]([NH:14][CH2:15][C:16]2[CH:21]=[CH:20][C:19]([O:22][CH3:23])=[C:18]([O:24][CH3:25])[CH:17]=2)=[O:13])[CH2:29]1)(=[O:1])[NH2:3]. The catalyst class is: 211. (5) Reactant: Br[C:2]1[C:3]([C:20]#[N:21])=[C:4]([CH:17]=[CH:18][CH:19]=1)[O:5][C:6]1[CH:15]=[CH:14][C:9]([C:10]([O:12][CH3:13])=[O:11])=[CH:8][C:7]=1[Cl:16].C([Sn](CCCC)(CCCC)[C:27]1[CH:32]=[CH:31][N:30]=[N:29][CH:28]=1)CCC.[Cl-].[Li+]. Product: [Cl:16][C:7]1[CH:8]=[C:9]([CH:14]=[CH:15][C:6]=1[O:5][C:4]1[CH:17]=[CH:18][CH:19]=[C:2]([C:27]2[CH:32]=[CH:31][N:30]=[N:29][CH:28]=2)[C:3]=1[C:20]#[N:21])[C:10]([O:12][CH3:13])=[O:11]. The catalyst class is: 109. (6) Reactant: [F:1][C:2]1[CH:23]=[CH:22][C:5]([CH2:6][NH:7][C:8]([C:10]2[S:18][C:17]3[N:12]([C:13](=[O:21])[NH:14][C:15](=[O:20])[C:16]=3[CH3:19])[CH:11]=2)=[O:9])=[CH:4][CH:3]=1.C(=O)([O-])[O-].[Cs+].[Cs+].Br[CH2:31][C:32]#[C:33][CH3:34]. Product: [F:1][C:2]1[CH:3]=[CH:4][C:5]([CH2:6][NH:7][C:8]([C:10]2[S:18][C:17]3[N:12]([C:13](=[O:21])[N:14]([CH2:31][C:32]#[C:33][CH3:34])[C:15](=[O:20])[C:16]=3[CH3:19])[CH:11]=2)=[O:9])=[CH:22][CH:23]=1. The catalyst class is: 9. (7) Reactant: C[O:2][C:3](=[O:15])[C:4]1[CH:9]=[C:8]([N:10]=[C:11]=[S:12])[CH:7]=[CH:6][C:5]=1[O:13][CH3:14].[CH:16]([NH:18][NH2:19])=O. Product: [CH3:14][O:13][C:5]1[CH:6]=[CH:7][C:8]([N:10]2[C:11](=[S:12])[NH:19][N:18]=[CH:16]2)=[CH:9][C:4]=1[C:3]([OH:2])=[O:15]. The catalyst class is: 7. (8) Reactant: [NH2:1][C:2]1[C:7]([C:8]#[N:9])=[C:6]([C:10]2[CH:69]=[CH:68][C:13]([O:14][CH2:15][C@@H:16]([CH2:42][O:43][C:44](=[O:67])[C@H:45]([CH3:66])[NH:46][C:47](=[O:65])[C@@H:48]([NH:57]C(OC(C)(C)C)=O)[CH2:49][C:50]([O:52]C(C)(C)C)=[O:51])[O:17][C:18](=[O:41])[C@H:19]([CH3:40])[NH:20][C:21](=[O:39])[C@@H:22]([NH:31]C(OC(C)(C)C)=O)[CH2:23][C:24]([O:26]C(C)(C)C)=[O:25])=[CH:12][CH:11]=2)[C:5]([C:70]#[N:71])=[C:4]([S:72][CH2:73][C:74]2[N:75]=[C:76]([C:79]3[CH:84]=[CH:83][C:82]([Cl:85])=[CH:81][CH:80]=3)[O:77][CH:78]=2)[N:3]=1.[F:86][C:87]([F:92])([F:91])[C:88]([OH:90])=[O:89]. Product: [F:86][C:87]([F:92])([F:91])[C:88]([OH:90])=[O:89].[F:86][C:87]([F:92])([F:91])[C:88]([OH:90])=[O:89].[NH2:31][C@H:22]([C:21](=[O:39])[NH:20][C@@H:19]([CH3:40])[C:18](=[O:41])[O:17][C@@H:16]([CH2:15][O:14][C:13]1[CH:12]=[CH:11][C:10]([C:6]2[C:5]([C:70]#[N:71])=[C:4]([S:72][CH2:73][C:74]3[N:75]=[C:76]([C:79]4[CH:80]=[CH:81][C:82]([Cl:85])=[CH:83][CH:84]=4)[O:77][CH:78]=3)[N:3]=[C:2]([NH2:1])[C:7]=2[C:8]#[N:9])=[CH:69][CH:68]=1)[CH2:42][O:43][C:44](=[O:67])[C@H:45]([CH3:66])[NH:46][C:47](=[O:65])[C@@H:48]([NH2:57])[CH2:49][C:50]([OH:52])=[O:51])[CH2:23][C:24]([OH:26])=[O:25]. The catalyst class is: 4.